From a dataset of Full USPTO retrosynthesis dataset with 1.9M reactions from patents (1976-2016). Predict the reactants needed to synthesize the given product. (1) Given the product [CH2:19]([C:11]([CH2:17][CH3:18])([CH2:12][OH:13])[CH2:10][OH:9])[CH:20]=[CH2:21], predict the reactants needed to synthesize it. The reactants are: [H-].[Al+3].[Li+].[H-].[H-].[H-].C([O:9][C:10](=O)[C:11]([CH2:19][CH:20]=[CH2:21])([CH2:17][CH3:18])[C:12](OCC)=[O:13])C. (2) Given the product [N:1]1([CH2:6][CH2:7][CH2:8][C:9]2[CH:14]=[CH:13][N:12]=[CH:11][C:10]=2[NH:15][C:16](=[O:22])[O:17][C:18]([CH3:20])([CH3:19])[CH3:21])[CH2:5][CH2:4][CH2:3][CH2:2]1, predict the reactants needed to synthesize it. The reactants are: [N:1]1([CH2:6][C:7]#[C:8][C:9]2[CH:14]=[CH:13][N:12]=[CH:11][C:10]=2[NH:15][C:16](=[O:22])[O:17][C:18]([CH3:21])([CH3:20])[CH3:19])[CH2:5][CH2:4][CH2:3][CH2:2]1. (3) Given the product [O:19]1[C:7]2[CH:8]=[CH:3][C:4](/[CH:22]=[CH:15]/[C:16](=[O:17])[CH3:18])=[CH:5][C:6]=2[CH2:9][CH2:10]1, predict the reactants needed to synthesize it. The reactants are: CO[C:3]1[CH:8]=[CH:7][C:6]([CH2:9][CH2:10]CC(O)=O)=[CH:5][CH:4]=1.[CH3:15][C:16]([CH3:18])=[O:17].[OH-:19].[Na+].Cl.[CH2:22](Cl)Cl. (4) Given the product [NH2:6][C:5]1[CH:7]=[CH:8][C:2]([Br:1])=[C:3]([OH:9])[CH:4]=1, predict the reactants needed to synthesize it. The reactants are: [Br:1][C:2]1[CH:8]=[CH:7][C:5]([NH2:6])=[CH:4][C:3]=1[O:9]C.[OH-].[Na+]. (5) Given the product [F:23][C:24]([F:35])([F:34])[C:25]([NH:14][CH2:13][C@@H:11]1[CH2:12][C@H:10]1[C:6]1[C:5]2[N:4]([N:3]=[C:2]([CH3:1])[CH:15]=2)[CH:9]=[CH:8][CH:7]=1)=[O:26], predict the reactants needed to synthesize it. The reactants are: [CH3:1][C:2]1[CH:15]=[C:5]2[C:6]([C@@H:10]3[CH2:12][C@H:11]3[CH2:13][NH2:14])=[CH:7][CH:8]=[CH:9][N:4]2[N:3]=1.C(N(CC)CC)C.[F:23][C:24]([F:35])([F:34])[C:25](O[C:25](=[O:26])[C:24]([F:35])([F:34])[F:23])=[O:26]. (6) The reactants are: [C:1]([C:3]1[CH:4]=[C:5]([CH2:10][C:11]([OH:13])=[O:12])[CH:6]=[CH:7][C:8]=1[F:9])#[N:2]. Given the product [C:1]([C:3]1[CH:4]=[C:5]([CH2:10][C:11]([O:13][C:3]([CH3:4])([CH3:8])[CH3:1])=[O:12])[CH:6]=[CH:7][C:8]=1[F:9])#[N:2], predict the reactants needed to synthesize it. (7) Given the product [CH:19]1([N:16]2[CH2:15][CH2:14][C:11]3([CH2:12][CH2:13][NH:8][CH2:9][CH2:10]3)[CH2:18][CH2:17]2)[CH2:22][CH2:21][CH2:20]1, predict the reactants needed to synthesize it. The reactants are: C([N:8]1[CH2:13][CH2:12][C:11]2([CH2:18][CH2:17][N:16]([CH:19]3[CH2:22][CH2:21][CH2:20]3)[CH2:15][CH2:14]2)[CH2:10][CH2:9]1)C1C=CC=CC=1. (8) The reactants are: [CH3:1][C:2]1[CH:3]=[C:4]([SH:9])[CH:5]=[CH:6][C:7]=1[CH3:8].Br[CH2:11][CH2:12][CH2:13][Cl:14]. Given the product [CH3:1][C:2]1[CH:3]=[C:4]([S:9][CH2:11][CH2:12][CH2:13][Cl:14])[CH:5]=[CH:6][C:7]=1[CH3:8], predict the reactants needed to synthesize it.